From a dataset of Forward reaction prediction with 1.9M reactions from USPTO patents (1976-2016). Predict the product of the given reaction. (1) Given the reactants [ClH:1].C(OC([NH:9][CH2:10][C@H:11]1[CH2:16][CH2:15][C@H:14]([C:17]([NH:19][C@H:20]([C:51](=[O:64])[NH:52][C:53]2[CH:58]=[CH:57][C:56]([C:59]3[NH:63][N:62]=[N:61][N:60]=3)=[CH:55][CH:54]=2)[CH2:21][C:22]2[CH:23]=[C:24]([C:28]3[CH:33]=[CH:32][C:31]([C:34]([NH:36][CH:37]4[CH2:42][CH2:41][N:40](C(OC(C)(C)C)=O)[CH2:39][CH2:38]4)=[O:35])=[CH:30][C:29]=3[CH3:50])[CH:25]=[CH:26][CH:27]=2)=[O:18])[CH2:13][CH2:12]1)=O)(C)(C)C.C(#N)C, predict the reaction product. The product is: [ClH:1].[NH2:9][CH2:10][C@H:11]1[CH2:12][CH2:13][C@H:14]([C:17]([NH:19][C@H:20]([C:51](=[O:64])[NH:52][C:53]2[CH:54]=[CH:55][C:56]([C:59]3[NH:63][N:62]=[N:61][N:60]=3)=[CH:57][CH:58]=2)[CH2:21][C:22]2[CH:23]=[C:24]([C:28]3[CH:33]=[CH:32][C:31]([C:34]([NH:36][CH:37]4[CH2:38][CH2:39][NH:40][CH2:41][CH2:42]4)=[O:35])=[CH:30][C:29]=3[CH3:50])[CH:25]=[CH:26][CH:27]=2)=[O:18])[CH2:15][CH2:16]1. (2) Given the reactants [CH3:1][O:2][C:3](=[O:14])[C:4]1[CH:9]=[CH:8][CH:7]=[C:6]([C:10]#[N:11])[C:5]=1[CH2:12]Br.C1(=O)O[C:19](=[O:20])[C:18]2=[CH:22][CH:23]=[CH:24][CH:25]=[C:17]2[CH2:16]1.C(N(CC)CC)C, predict the reaction product. The product is: [CH3:1][O:2][C:3]([C:4]1[C:5]2[CH2:12][C:16]3[C:17]4[C:18](=[CH:22][CH:23]=[CH:24][CH:25]=4)[C:19](=[O:20])[NH:11][C:10]=3[C:6]=2[CH:7]=[CH:8][CH:9]=1)=[O:14]. (3) Given the reactants [CH2:1]([O:8][C:9]1[CH:14]=[CH:13][C:12]([CH2:15][C:16]([O:18]C)=[O:17])=[CH:11][CH:10]=1)[C:2]1[CH:7]=[CH:6][CH:5]=[CH:4][CH:3]=1.[OH-].[Na+], predict the reaction product. The product is: [CH2:1]([O:8][C:9]1[CH:10]=[CH:11][C:12]([CH2:15][C:16]([OH:18])=[O:17])=[CH:13][CH:14]=1)[C:2]1[CH:3]=[CH:4][CH:5]=[CH:6][CH:7]=1. (4) Given the reactants C([O:5][C:6](=[O:44])[CH2:7][CH2:8][CH2:9][O:10][C:11]1[CH:16]=[CH:15][CH:14]=[C:13]([CH2:17][C@H:18]([NH:31][C:32](=[O:43])[C@@H:33]([NH:35]C(OC(C)(C)C)=O)[CH3:34])[C@@H:19]([OH:30])[CH2:20][C@H:21]([C:23](=[O:29])[NH:24][CH2:25][CH2:26][CH2:27][CH3:28])[CH3:22])[CH:12]=1)(C)(C)C.O.[F:46][C:47]([F:52])([F:51])[C:48]([OH:50])=[O:49], predict the reaction product. The product is: [F:46][C:47]([F:52])([F:51])[C:48]([O-:50])=[O:49].[CH2:25]([NH:24][C:23]([C@H:21]([CH3:22])[CH2:20][C@H:19]([OH:30])[C@@H:18]([NH:31][C:32]([C@@H:33]([NH3+:35])[CH3:34])=[O:43])[CH2:17][C:13]1[CH:14]=[CH:15][CH:16]=[C:11]([O:10][CH2:9][CH2:8][CH2:7][C:6]([OH:44])=[O:5])[CH:12]=1)=[O:29])[CH2:26][CH2:27][CH3:28]. (5) Given the reactants [C:1]([O:5][C:6]([NH:8][C@@H:9]1[CH2:14][C:13]([C:15]([OH:17])=[O:16])=[CH:12][CH2:11][C@H:10]1[C:18]1[CH:23]=[C:22]([F:24])[C:21]([F:25])=[CH:20][C:19]=1[F:26])=[O:7])([CH3:4])([CH3:3])[CH3:2].[CH3:27][Si](C=[N+]=[N-])(C)C.C(O)(=O)C, predict the reaction product. The product is: [C:1]([O:5][C:6]([NH:8][C@@H:9]1[CH2:14][C:13]([C:15]([O:17][CH3:27])=[O:16])=[CH:12][CH2:11][C@H:10]1[C:18]1[CH:23]=[C:22]([F:24])[C:21]([F:25])=[CH:20][C:19]=1[F:26])=[O:7])([CH3:4])([CH3:2])[CH3:3]. (6) Given the reactants [BrH:1].Cl.C[O:4][C:5]1[CH:17]=[CH:16][C:8]([CH2:9][N:10]2[CH2:15][CH2:14][NH:13][CH2:12][CH2:11]2)=[CH:7][CH:6]=1, predict the reaction product. The product is: [BrH:1].[BrH:1].[OH:4][C:5]1[CH:17]=[CH:16][C:8]([CH2:9][N:10]2[CH2:15][CH2:14][NH:13][CH2:12][CH2:11]2)=[CH:7][CH:6]=1. (7) Given the reactants [OH:1][C:2]1[CH:7]=[CH:6][C:5]([CH2:8][CH2:9][C:10]2[CH:24]=[CH:23][C:13]3[CH:14]=[C:15]([CH:17]([NH:19][C:20](=[O:22])[CH3:21])[CH3:18])[O:16][C:12]=3[CH:11]=2)=[CH:4][CH:3]=1.Br[CH2:26][CH:27]1[CH2:30][CH2:29][CH2:28]1, predict the reaction product. The product is: [CH:27]1([CH2:26][O:1][C:2]2[CH:3]=[CH:4][C:5]([CH2:8][CH2:9][C:10]3[CH:24]=[CH:23][C:13]4[CH:14]=[C:15]([CH:17]([NH:19][C:20](=[O:22])[CH3:21])[CH3:18])[O:16][C:12]=4[CH:11]=3)=[CH:6][CH:7]=2)[CH2:30][CH2:29][CH2:28]1.